Task: Predict which catalyst facilitates the given reaction.. Dataset: Catalyst prediction with 721,799 reactions and 888 catalyst types from USPTO Reactant: [C:1]([C:4]1[C:22](=[O:23])[C@@:8]2([CH3:24])[C:9]3[C:15]([OH:16])=[CH:14][C:13]([O:17][CH3:18])=[C:12]([C:19]([NH2:21])=[O:20])[C:10]=3[O:11][C:7]2=[CH:6][C:5]=1[OH:25])(=[O:3])[CH3:2].[F:26][C:27]([F:49])([F:48])[C:28]1[CH:47]=[CH:46][C:31]([CH2:32][O:33][C:34]2[C:43]3[C:38](=[CH:39][CH:40]=[CH:41][CH:42]=3)[C:37]([CH:44]=O)=[CH:36][CH:35]=2)=[CH:30][CH:29]=1.C([SiH](CC)CC)C.FC(F)(F)C(O)=O. Product: [C:1]([C:4]1[C:22](=[O:23])[C@@:8]2([CH3:24])[C:9]3[C:15]([OH:16])=[CH:14][C:13]([O:17][CH3:18])=[C:12]([C:19]([NH:21][CH2:44][C:37]4[C:38]5[C:43](=[CH:42][CH:41]=[CH:40][CH:39]=5)[C:34]([O:33][CH2:32][C:31]5[CH:46]=[CH:47][C:28]([C:27]([F:26])([F:48])[F:49])=[CH:29][CH:30]=5)=[CH:35][CH:36]=4)=[O:20])[C:10]=3[O:11][C:7]2=[CH:6][C:5]=1[OH:25])(=[O:3])[CH3:2]. The catalyst class is: 10.